This data is from Forward reaction prediction with 1.9M reactions from USPTO patents (1976-2016). The task is: Predict the product of the given reaction. (1) Given the reactants [NH2:1][C:2]1[N:7]([CH2:8][C:9]2[NH:13][C:12]3[CH:14]=[CH:15][CH:16]=[CH:17][C:11]=3[N:10]=2)[C:6](=[S:18])[NH:5][C:4](=[O:19])[CH:3]=1.[N:20]([O-])=O.[Na+].S(S([O-])=O)([O-])=O.[Na+].[Na+], predict the reaction product. The product is: [NH2:20][C:3]1[C:4](=[O:19])[NH:5][C:6](=[S:18])[N:7]([CH2:8][C:9]2[NH:13][C:12]3[CH:14]=[CH:15][CH:16]=[CH:17][C:11]=3[N:10]=2)[C:2]=1[NH2:1]. (2) Given the reactants [F:1][CH:2]([F:5])[CH2:3]Cl.[C:6]1(=[O:16])[NH:10][C:9](=[O:11])[C:8]2=[CH:12][CH:13]=[CH:14][CH:15]=[C:7]12.[K], predict the reaction product. The product is: [F:1][CH:2]([F:5])[CH2:3][N:10]1[C:6](=[O:16])[C:7]2[C:8](=[CH:12][CH:13]=[CH:14][CH:15]=2)[C:9]1=[O:11].